This data is from Forward reaction prediction with 1.9M reactions from USPTO patents (1976-2016). The task is: Predict the product of the given reaction. (1) Given the reactants P([O-])([O-])([O-])=O.[K+].[K+].[K+].Cl[C:10]1[CH:11]=[CH:12][C:13]2[N:19]3[CH2:20][C@H:16]([CH2:17][CH2:18]3)[N:15]([C:21]([NH:23][C:24]3[CH:29]=[N:28][CH:27]=[CH:26][N:25]=3)=[O:22])[C:14]=2[N:30]=1.[CH3:31][C:32]1[CH:33]=[C:34](B(O)O)[CH:35]=[N:36][C:37]=1[CH3:38].CC(C1C=C(C(C)C)C(C2C=CC=CC=2P(C2CCCCC2)C2CCCCC2)=C(C(C)C)C=1)C, predict the reaction product. The product is: [CH3:31][C:32]1[CH:33]=[C:34]([C:10]2[CH:11]=[CH:12][C:13]3[N:19]4[CH2:20][C@H:16]([CH2:17][CH2:18]4)[N:15]([C:21]([NH:23][C:24]4[CH:29]=[N:28][CH:27]=[CH:26][N:25]=4)=[O:22])[C:14]=3[N:30]=2)[CH:35]=[N:36][C:37]=1[CH3:38]. (2) Given the reactants [CH3:1][O-:2].[Na+].F[C:5]1[CH:10]=[CH:9][C:8]([C:11]([F:14])([F:13])[F:12])=[CH:7][C:6]=1[O:15][CH2:16][C:17]1[CH:22]=[CH:21][CH:20]=[CH:19][CH:18]=1, predict the reaction product. The product is: [CH2:16]([O:15][C:6]1[CH:7]=[C:8]([C:11]([F:14])([F:13])[F:12])[CH:9]=[CH:10][C:5]=1[O:2][CH3:1])[C:17]1[CH:22]=[CH:21][CH:20]=[CH:19][CH:18]=1.